From a dataset of Catalyst prediction with 721,799 reactions and 888 catalyst types from USPTO. Predict which catalyst facilitates the given reaction. (1) The catalyst class is: 247. Product: [CH3:1][C:2]1[CH:10]=[CH:9][C:5]([C:6]([NH:11][C:12]2[CH:13]=[CH:14][C:15]([C:18](=[O:25])[CH2:19][CH2:20][C:21]([O:23][CH3:24])=[O:22])=[CH:16][CH:17]=2)=[O:7])=[CH:4][CH:3]=1. Reactant: [CH3:1][C:2]1[CH:10]=[CH:9][C:5]([C:6](Cl)=[O:7])=[CH:4][CH:3]=1.[NH2:11][C:12]1[CH:17]=[CH:16][C:15]([C:18](=[O:25])[CH2:19][CH2:20][C:21]([O:23][CH3:24])=[O:22])=[CH:14][CH:13]=1. (2) Reactant: C1C=CC(P(C2C(C3C(P(C4C=CC=CC=4)C4C=CC=CC=4)=CC=C4C=3C=CC=C4)=C3C(C=CC=C3)=CC=2)C2C=CC=CC=2)=CC=1.Cl[C:48]1[CH:65]=[N:64][C:51]2[CH2:52][N:53]([CH3:63])[CH2:54][C@@H:55]([C:57]3[CH:62]=[CH:61][CH:60]=[CH:59][CH:58]=3)[O:56][C:50]=2[N:49]=1.[CH3:66][O:67][C:68]1[CH:69]=[C:70]([CH:72]=[CH:73][C:74]=1[N:75]1[CH:79]=[C:78]([CH3:80])[N:77]=[CH:76]1)[NH2:71]. Product: [CH3:66][O:67][C:68]1[CH:69]=[C:70]([NH:71][C:48]2[CH:65]=[N:64][C:51]3[CH2:52][N:53]([CH3:63])[CH2:54][C@@H:55]([C:57]4[CH:62]=[CH:61][CH:60]=[CH:59][CH:58]=4)[O:56][C:50]=3[N:49]=2)[CH:72]=[CH:73][C:74]=1[N:75]1[CH:79]=[C:78]([CH3:80])[N:77]=[CH:76]1. The catalyst class is: 101. (3) Reactant: C([Mg]Br)(C)C.[Cl:6][C:7]1[N:12]=[CH:11][C:10]2[C:13](I)=[N:14][N:15]([CH:16]([CH3:18])[CH3:17])[C:9]=2[CH:8]=1.Cl[C:21](=[O:26])[C:22]([O:24][CH3:25])=[O:23]. Product: [Cl:6][C:7]1[N:12]=[CH:11][C:10]2[C:13]([C:21](=[O:26])[C:22]([O:24][CH3:25])=[O:23])=[N:14][N:15]([CH:16]([CH3:18])[CH3:17])[C:9]=2[CH:8]=1. The catalyst class is: 7.